From a dataset of Retrosynthesis with 50K atom-mapped reactions and 10 reaction types from USPTO. Predict the reactants needed to synthesize the given product. (1) Given the product CCOC(=O)c1cnn(C)c1C(=O)O, predict the reactants needed to synthesize it. The reactants are: CCOC(=O)c1cnn(C)c1C(=O)OCC. (2) Given the product Nc1cccc(-c2csc3c(N)nc(Cl)nc23)c1, predict the reactants needed to synthesize it. The reactants are: Nc1cccc(B(O)O)c1.Nc1nc(Cl)nc2c(Br)csc12. (3) The reactants are: CCCCCC(=CCCCCCCCN(C)C)CCCCC. Given the product CCCCCC(CCCCC)CCCCCCCCN(C)C, predict the reactants needed to synthesize it. (4) Given the product CCOc1cc(OC(C)C)c(F)c(C(Nc2ccc3cnccc3c2)c2nc(-c3ccccc3)cn2C(c2ccccc2)(c2ccccc2)c2ccccc2)c1, predict the reactants needed to synthesize it. The reactants are: CCOc1cc(OC(C)C)c(F)c(C(Cl)c2nc(-c3ccccc3)cn2C(c2ccccc2)(c2ccccc2)c2ccccc2)c1.Nc1ccc2cnccc2c1. (5) The reactants are: COc1cc(O)c2cc(-c3cn4nc(OC)sc4n3)oc2c1.O=Cc1sc(N2CCOCC2)nc1CO. Given the product COc1cc(OCc2nc(N3CCOCC3)sc2C=O)c2cc(-c3cn4nc(OC)sc4n3)oc2c1, predict the reactants needed to synthesize it.